This data is from Forward reaction prediction with 1.9M reactions from USPTO patents (1976-2016). The task is: Predict the product of the given reaction. (1) Given the reactants [CH2:1]([CH:8]1[CH2:12][O:11][C:10](=[O:13])[N:9]1[C:14](=[O:37])[CH:15]([C:20]1[CH:21]=[C:22]([C:27]2[CH:32]=[CH:31][C:30]([C:33]([F:36])([F:35])[F:34])=[CH:29][CH:28]=2)[CH:23]=[C:24]([OH:26])[CH:25]=1)[CH2:16][CH:17]([CH3:19])[CH3:18])[C:2]1[CH:7]=[CH:6][CH:5]=[CH:4][CH:3]=1.Br[CH2:39][C:40]1[CH:45]=[CH:44][C:43]([F:46])=[CH:42][C:41]=1[C:47]([F:50])([F:49])[F:48].C([O-])([O-])=O.[Cs+].[Cs+], predict the reaction product. The product is: [CH2:1]([CH:8]1[CH2:12][O:11][C:10](=[O:13])[N:9]1[C:14](=[O:37])[CH:15]([C:20]1[CH:21]=[C:22]([C:27]2[CH:28]=[CH:29][C:30]([C:33]([F:34])([F:36])[F:35])=[CH:31][CH:32]=2)[CH:23]=[C:24]([O:26][CH2:39][C:40]2[CH:45]=[CH:44][C:43]([F:46])=[CH:42][C:41]=2[C:47]([F:49])([F:48])[F:50])[CH:25]=1)[CH2:16][CH:17]([CH3:19])[CH3:18])[C:2]1[CH:7]=[CH:6][CH:5]=[CH:4][CH:3]=1. (2) The product is: [CH:15]1([CH2:21][CH2:22][C:23]([C:9]2[CH:10]=[C:5]([C:1]([CH3:4])([CH3:3])[CH3:2])[CH:6]=[C:7]([C:11]([CH3:14])([CH3:13])[CH3:12])[CH:8]=2)=[O:24])[CH2:20][CH2:19][CH2:18][CH2:17][CH2:16]1. Given the reactants [C:1]([C:5]1[CH:10]=[CH:9][CH:8]=[C:7]([C:11]([CH3:14])([CH3:13])[CH3:12])[CH:6]=1)([CH3:4])([CH3:3])[CH3:2].[CH:15]1([CH2:21][CH2:22][C:23](Cl)=[O:24])[CH2:20][CH2:19][CH2:18][CH2:17][CH2:16]1.[Al+3].[Cl-].[Cl-].[Cl-].Cl, predict the reaction product. (3) The product is: [Cl:1][C:2]1[CH:3]=[C:4]([CH:7]=[CH:8][C:9]=1[Cl:10])[CH2:5][NH:6][C:24](=[O:25])[CH:23]=[C:21]1[C:20](=[O:27])[O:19][C:18]([CH3:17])([CH3:28])[O:22]1. Given the reactants [Cl:1][C:2]1[CH:3]=[C:4]([CH:7]=[CH:8][C:9]=1[Cl:10])[CH2:5][NH2:6].N1CCOCC1.[CH3:17][C:18]1([CH3:28])[O:22][C:21](=[CH:23][C:24](Cl)=[O:25])[C:20](=[O:27])[O:19]1, predict the reaction product. (4) Given the reactants Cl.[Br:2][C:3]1[CH:10]=[CH:9][CH:8]=[CH:7][C:4]=1[CH2:5][NH2:6].C(N(CC)CC)C.[N:18]1[C:27]2[C:22](=[CH:23][N:24]=[CH:25][CH:26]=2)[CH:21]=[CH:20][C:19]=1[C:28](O)=[O:29].O.ON1C2C=CC=CC=2N=N1.Cl.CN(C)CCCN=C=NCC, predict the reaction product. The product is: [Br:2][C:3]1[CH:10]=[CH:9][CH:8]=[CH:7][C:4]=1[CH2:5][NH:6][C:28]([C:19]1[CH:20]=[CH:21][C:22]2[C:27](=[CH:26][CH:25]=[N:24][CH:23]=2)[N:18]=1)=[O:29]. (5) The product is: [NH2:16][C:4]1[CH:3]=[C:2]([F:1])[CH:7]=[CH:6][C:5]=1[NH:8][CH2:9][CH:10]([CH3:15])[C:11]([O:13][CH3:14])=[O:12]. Given the reactants [F:1][C:2]1[CH:7]=[CH:6][C:5]([NH:8][CH2:9][CH:10]([CH3:15])[C:11]([O:13][CH3:14])=[O:12])=[C:4]([N+:16]([O-])=O)[CH:3]=1.[Cl-].[NH4+], predict the reaction product.